Dataset: Forward reaction prediction with 1.9M reactions from USPTO patents (1976-2016). Task: Predict the product of the given reaction. (1) Given the reactants [CH:1]([CH:3]1[CH2:8][CH2:7][N:6]([C:9]([O:11][C:12]([CH3:15])([CH3:14])[CH3:13])=[O:10])[CH2:5][CH2:4]1)=O.[F:16][C:17]([F:25])([F:24])[CH:18]1[CH2:23][CH2:22][CH2:21][NH:20][CH2:19]1.[BH-](OC(C)=O)(OC(C)=O)OC(C)=O.[Na+], predict the reaction product. The product is: [F:16][C:17]([F:25])([F:24])[CH:18]1[CH2:23][CH2:22][CH2:21][N:20]([CH2:1][CH:3]2[CH2:8][CH2:7][N:6]([C:9]([O:11][C:12]([CH3:15])([CH3:14])[CH3:13])=[O:10])[CH2:5][CH2:4]2)[CH2:19]1. (2) Given the reactants Cl[CH2:2][C:3]1[CH:4]=[N:5][C:6]([C:9]2[CH:14]=[CH:13][C:12]([S:15]([CH3:18])(=[O:17])=[O:16])=[CH:11][CH:10]=2)=[N:7][CH:8]=1.[NH2:19][CH:20]1[CH2:25][CH2:24][N:23]([C:26]([O:28][C:29]([CH3:32])([CH3:31])[CH3:30])=[O:27])[CH2:22][CH2:21]1.C(N(CC)C(C)C)(C)C, predict the reaction product. The product is: [CH3:18][S:15]([C:12]1[CH:13]=[CH:14][C:9]([C:6]2[N:5]=[CH:4][C:3]([CH2:2][NH:19][CH:20]3[CH2:21][CH2:22][N:23]([C:26]([O:28][C:29]([CH3:32])([CH3:31])[CH3:30])=[O:27])[CH2:24][CH2:25]3)=[CH:8][N:7]=2)=[CH:10][CH:11]=1)(=[O:17])=[O:16]. (3) Given the reactants [CH3:1][C:2]1[C:10]([C:11]2[S:12][C:13]([C:24]([O:26][CH2:27][CH3:28])=[O:25])=[C:14](OS(C(F)(F)F)(=O)=O)[N:15]=2)=[C:5]2[CH:6]=[CH:7][CH:8]=[CH:9][N:4]2[N:3]=1.[F:29][C:30]1[CH:35]=[CH:34][C:33](B(O)O)=[CH:32][CH:31]=1.C(=O)([O-])[O-].[Cs+].[Cs+].O, predict the reaction product. The product is: [F:29][C:30]1[CH:35]=[CH:34][C:33]([C:14]2[N:15]=[C:11]([C:10]3[C:2]([CH3:1])=[N:3][N:4]4[CH:9]=[CH:8][CH:7]=[CH:6][C:5]=34)[S:12][C:13]=2[C:24]([O:26][CH2:27][CH3:28])=[O:25])=[CH:32][CH:31]=1. (4) Given the reactants [I:1][C:2]1[CH:10]=[CH:9][CH:8]=[C:4]([C:5]([OH:7])=O)[C:3]=1[C:11]([NH:13][C@@H:14]([CH3:18])[CH2:15][S:16][CH3:17])=[O:12].Cl.CN(C)CCCN1C=CN(C(N2C=CN(CC)C2)=O)C1.[F:40][C:41]([F:62])([F:61])[C:42]1[CH:43]=[C:44]([CH:54]=[C:55]([C:57]([F:60])([F:59])[F:58])[CH:56]=1)[CH2:45][C:46]1[CH:52]=[CH:51][C:49]([NH2:50])=[C:48]([CH3:53])[CH:47]=1.O.C1(C)C=CC(S(O)(=O)=O)=CC=1, predict the reaction product. The product is: [F:40][C:41]([F:61])([F:62])[C:42]1[CH:43]=[C:44]([CH:54]=[C:55]([C:57]([F:60])([F:59])[F:58])[CH:56]=1)[CH2:45][C:46]1[CH:52]=[CH:51][C:49]([NH:50][C:5](=[O:7])[C:4]2[C:3](=[C:2]([I:1])[CH:10]=[CH:9][CH:8]=2)[C:11]([NH:13][C@@H:14]([CH3:18])[CH2:15][S:16][CH3:17])=[O:12])=[C:48]([CH3:53])[CH:47]=1. (5) Given the reactants [OH:1][C:2]1[C:3](=[O:15])[CH:4]=[C:5]([CH:9]([OH:14])[C:10]([F:13])([F:12])[F:11])[N:6]([CH3:8])[CH:7]=1.[CH2:16]=[O:17].[OH-].[Na+].Cl, predict the reaction product. The product is: [OH:1][C:2]1[C:3](=[O:15])[CH:4]=[C:5]([CH:9]([OH:14])[C:10]([F:11])([F:12])[F:13])[N:6]([CH3:8])[C:7]=1[CH2:16][OH:17].